From a dataset of Forward reaction prediction with 1.9M reactions from USPTO patents (1976-2016). Predict the product of the given reaction. Given the reactants [CH:1]1([N:7]2[C:15]3[C:14](=[O:16])[NH:13][C:12]([C:17]4[CH:22]=[CH:21][C:20]([C:23]5(O)[CH2:28][CH2:27][N:26]([CH3:29])[CH2:25][CH2:24]5)=[CH:19][C:18]=4[O:31][CH3:32])=[N:11][C:10]=3[C:9]([CH3:33])=[N:8]2)[CH2:6][CH2:5][CH2:4][CH2:3][CH2:2]1.O.C1(C)C=CC(S(O)(=O)=O)=CC=1, predict the reaction product. The product is: [CH:1]1([N:7]2[C:15]3[C:14](=[O:16])[NH:13][C:12]([C:17]4[CH:22]=[CH:21][C:20]([C:23]5[CH2:28][CH2:27][N:26]([CH3:29])[CH2:25][CH:24]=5)=[CH:19][C:18]=4[O:31][CH3:32])=[N:11][C:10]=3[C:9]([CH3:33])=[N:8]2)[CH2:2][CH2:3][CH2:4][CH2:5][CH2:6]1.